Dataset: Forward reaction prediction with 1.9M reactions from USPTO patents (1976-2016). Task: Predict the product of the given reaction. The product is: [F:24][C:19]1[C:18]([C:14]2[CH:15]=[CH:16][CH:17]=[C:12]([C:10]#[C:11][C:7]3[CH:6]=[N:5][N:4]([CH2:3][CH2:2][F:1])[CH:8]=3)[CH:13]=2)=[CH:23][CH:22]=[CH:21][N:20]=1. Given the reactants [F:1][CH2:2][CH2:3][N:4]1[CH:8]=[C:7](I)[CH:6]=[N:5]1.[C:10]([C:12]1[CH:13]=[C:14]([C:18]2[C:19]([F:24])=[N:20][CH:21]=[CH:22][CH:23]=2)[CH:15]=[CH:16][CH:17]=1)#[CH:11], predict the reaction product.